From a dataset of Reaction yield outcomes from USPTO patents with 853,638 reactions. Predict the reaction yield, written as a fraction of the theoretical maximum amount of product (1.0 means a 100% yield; for example, 0.34 means a 34% yield). (1) The reactants are [BH4-].[Na+].[F:3][C:4]1[C:9]([F:10])=[C:8]([C:11](N2C=CN=C2)=[O:12])[CH:7]=[CH:6][C:5]=1[CH2:18][CH2:19][C:20]1[N:21]=[C:22]([NH:25][C:26](=[O:28])[CH3:27])[S:23][CH:24]=1.[Cl-].[NH4+]. The catalyst is O1CCCC1.O. The product is [F:3][C:4]1[C:9]([F:10])=[C:8]([CH2:11][OH:12])[CH:7]=[CH:6][C:5]=1[CH2:18][CH2:19][C:20]1[N:21]=[C:22]([NH:25][C:26](=[O:28])[CH3:27])[S:23][CH:24]=1. The yield is 0.758. (2) The reactants are [NH2:1][C:2]1[CH:30]=[CH:29][C:5]2[NH:6][C:7]([C:12]3[C:13](=[O:28])[N:14]([CH2:23][CH2:24][CH:25]([CH3:27])[CH3:26])[C:15]4[C:20]([C:21]=3[OH:22])=[CH:19][CH:18]=[CH:17][N:16]=4)=[N:8][S:9](=[O:11])(=[O:10])[C:4]=2[CH:3]=1.[Cl:31][CH2:32][S:33](Cl)(=[O:35])=[O:34]. The catalyst is N1C=CC=CC=1. The product is [Cl:31][CH2:32][S:33]([NH:1][C:2]1[CH:30]=[CH:29][C:5]2[NH:6][C:7]([C:12]3[C:13](=[O:28])[N:14]([CH2:23][CH2:24][CH:25]([CH3:27])[CH3:26])[C:15]4[C:20]([C:21]=3[OH:22])=[CH:19][CH:18]=[CH:17][N:16]=4)=[N:8][S:9](=[O:11])(=[O:10])[C:4]=2[CH:3]=1)(=[O:35])=[O:34]. The yield is 0.220. (3) The reactants are [NH2:1][C:2]1[CH:9]=[CH:8][CH:7]=[C:6](Br)[C:3]=1[C:4]#[N:5].[CH3:11][C:12]([CH3:16])([CH3:15])[C:13]#[CH:14].C([O-])([O-])=O.[K+].[K+]. The catalyst is COCCOC.O.[Cu]I.C1C=CC([P]([Pd]([P](C2C=CC=CC=2)(C2C=CC=CC=2)C2C=CC=CC=2)([P](C2C=CC=CC=2)(C2C=CC=CC=2)C2C=CC=CC=2)[P](C2C=CC=CC=2)(C2C=CC=CC=2)C2C=CC=CC=2)(C2C=CC=CC=2)C2C=CC=CC=2)=CC=1. The product is [NH2:1][C:2]1[CH:9]=[CH:8][CH:7]=[C:6]([C:14]#[C:13][C:12]([CH3:16])([CH3:15])[CH3:11])[C:3]=1[C:4]#[N:5]. The yield is 0.930. (4) The reactants are Br[C:2]1[CH:7]=[CH:6][C:5]([C:8](=[C:16]2[CH2:21][C:20]([CH3:23])([CH3:22])[CH2:19][C:18]([CH3:25])([CH3:24])[CH2:17]2)[C:9]2[CH:14]=[CH:13][C:12]([OH:15])=[CH:11][CH:10]=2)=[CH:4][CH:3]=1.[C:26]([N:33]1[CH:37]=[CH:36][CH:35]=[C:34]1B(O)O)([O:28][C:29]([CH3:32])([CH3:31])[CH3:30])=[O:27].C([O-])([O-])=O.[Na+].[Na+]. The catalyst is C1C=CC([P]([Pd]([P](C2C=CC=CC=2)(C2C=CC=CC=2)C2C=CC=CC=2)([P](C2C=CC=CC=2)(C2C=CC=CC=2)C2C=CC=CC=2)[P](C2C=CC=CC=2)(C2C=CC=CC=2)C2C=CC=CC=2)(C2C=CC=CC=2)C2C=CC=CC=2)=CC=1.COCCOC. The product is [OH:15][C:12]1[CH:11]=[CH:10][C:9]([C:8](=[C:16]2[CH2:17][C:18]([CH3:25])([CH3:24])[CH2:19][C:20]([CH3:23])([CH3:22])[CH2:21]2)[C:5]2[CH:4]=[CH:3][C:2]([C:34]3[N:33]([C:26]([O:28][C:29]([CH3:32])([CH3:31])[CH3:30])=[O:27])[CH:37]=[CH:36][CH:35]=3)=[CH:7][CH:6]=2)=[CH:14][CH:13]=1. The yield is 0.720. (5) The reactants are [C:1]1(=[O:11])[NH:5][C:4](=[O:6])[C:3]2=[CH:7][CH:8]=[CH:9][CH:10]=[C:2]12.[K].Br[CH2:14]/[CH:15]=[CH:16]/[CH2:17]Br.[OH2:19]. The catalyst is CN(C=O)C. The product is [C:1]1(=[O:11])[N:5]([CH2:14]/[CH:15]=[CH:16]/[CH2:17][N:5]2[C:1](=[O:19])[C:2]3=[CH:10][CH:9]=[CH:8][CH:7]=[C:3]3[C:4]2=[O:6])[C:4](=[O:6])[C:3]2=[CH:7][CH:8]=[CH:9][CH:10]=[C:2]12. The yield is 0.910. (6) The reactants are [NH2:1][C:2]1[N:3]=[CH:4][C:5]([C:12]2[CH:13]=[N:14][N:15]([CH:17]3[CH2:22][CH2:21][N:20]([C:23](=[O:25])[CH3:24])[CH2:19][CH2:18]3)[CH:16]=2)=[C:6]2[CH:10]=[C:9](Cl)[O:8][C:7]=12.[O:26]1[CH2:31][CH2:30][CH2:29][CH2:28][CH:27]1[N:32]1[C:40]2[C:35](=[CH:36][C:37](B3OC(C)(C)C(C)(C)O3)=[CH:38][CH:39]=2)[C:34]([C:50]#[N:51])=[N:33]1. No catalyst specified. The product is [C:23]([N:20]1[CH2:21][CH2:22][CH:17]([N:15]2[CH:16]=[C:12]([C:5]3[CH:4]=[N:3][C:2]([NH2:1])=[C:7]4[O:8][C:9]([C:37]5[CH:36]=[C:35]6[C:40](=[CH:39][CH:38]=5)[N:32]([CH:27]5[CH2:28][CH2:29][CH2:30][CH2:31][O:26]5)[N:33]=[C:34]6[C:50]#[N:51])=[CH:10][C:6]=34)[CH:13]=[N:14]2)[CH2:18][CH2:19]1)(=[O:25])[CH3:24]. The yield is 0.650. (7) The reactants are [S:1]1[C:5]2[CH:6]=[CH:7][CH:8]=[CH:9][C:4]=2[N:3]=[C:2]1[NH:10][C:11](=[O:19])[C:12]1[CH:17]=[CH:16][CH:15]=[C:14]([Cl:18])[CH:13]=1.C(=O)([O-])[O-].[K+].[K+].Br[CH:27]([CH2:32][OH:33])[C:28]([O:30][CH3:31])=[O:29]. The catalyst is CN(C)C=O. The product is [Cl:18][C:14]1[CH:13]=[C:12]([CH:17]=[CH:16][CH:15]=1)[C:11]([N:10]=[C:2]1[N:3]([CH:27]([CH2:32][OH:33])[C:28]([O:30][CH3:31])=[O:29])[C:4]2[CH:9]=[CH:8][CH:7]=[CH:6][C:5]=2[S:1]1)=[O:19]. The yield is 0.260. (8) The yield is 0.840. The catalyst is O. The product is [C:29]([O:28][C:26]([NH:25][CH:15]1[C:14](=[O:33])[N:13]2[CH:9]([CH2:10][CH:11]([O:34][Si:35]([C:38]([CH3:40])([CH3:39])[CH3:41])([CH3:37])[CH3:36])[CH2:12]2)[C:8](=[O:42])[NH:7][C:6]2([C:4]([OH:5])=[O:3])[CH:23]([CH2:24]2)[CH:22]=[CH:21][CH2:20][CH2:19][CH2:18][CH2:17][CH2:16]1)=[O:27])([CH3:30])([CH3:31])[CH3:32]. The reactants are C([O:3][C:4]([C:6]12[CH2:24][CH:23]1[CH:22]=[CH:21][CH2:20][CH2:19][CH2:18][CH2:17][CH2:16][CH:15]([NH:25][C:26]([O:28][C:29]([CH3:32])([CH3:31])[CH3:30])=[O:27])[C:14](=[O:33])[N:13]1[CH:9]([CH2:10][CH:11]([O:34][Si:35]([C:38]([CH3:41])([CH3:40])[CH3:39])([CH3:37])[CH3:36])[CH2:12]1)[C:8](=[O:42])[NH:7]2)=[O:5])C.C1COCC1.CO.O.[OH-].[Li+]. (9) The reactants are [F:1][C:2]1[CH:3]=[C:4]([N:26]2[CH2:30][C@H:29]([CH2:31][NH:32][C:33](=[O:35])[CH3:34])[O:28][C:27]2=[O:36])[CH:5]=[C:6]([F:25])[C:7]=1[N:8]1[CH2:13][CH2:12][CH:11]([N:14]2[N:18]=[N:17][C:16]([N:19]3[CH2:24][CH2:23][NH:22][CH2:21][CH2:20]3)=[N:15]2)[CH2:10][CH2:9]1.[C:37](OC(=O)C)(=[O:39])[CH3:38].C(N(CC)CC)C. The catalyst is O1CCCC1. The product is [C:37]([N:22]1[CH2:21][CH2:20][N:19]([C:16]2[N:17]=[N:18][N:14]([CH:11]3[CH2:12][CH2:13][N:8]([C:7]4[C:6]([F:25])=[CH:5][C:4]([N:26]5[CH2:30][C@H:29]([CH2:31][NH:32][C:33](=[O:35])[CH3:34])[O:28][C:27]5=[O:36])=[CH:3][C:2]=4[F:1])[CH2:9][CH2:10]3)[N:15]=2)[CH2:24][CH2:23]1)(=[O:39])[CH3:38]. The yield is 0.410. (10) The reactants are [Cl:1][C:2]1[N:7]=[CH:6][C:5]2[C:8]([C:14]([OH:16])=O)=[CH:9][N:10]([CH:11]([CH3:13])[CH3:12])[C:4]=2[CH:3]=1.CCN(C(C)C)C(C)C.CN(C(ON1N=NC2C=CC=CC1=2)=[N+](C)C)C.F[P-](F)(F)(F)(F)F.[C:50]([NH:53][NH2:54])(=[O:52])[CH3:51]. The catalyst is CN(C=O)C.[Cl-].[Na+].O. The product is [C:50]([NH:53][NH:54][C:14]([C:8]1[C:5]2[CH:6]=[N:7][C:2]([Cl:1])=[CH:3][C:4]=2[N:10]([CH:11]([CH3:12])[CH3:13])[CH:9]=1)=[O:16])(=[O:52])[CH3:51]. The yield is 0.660.